This data is from NCI-60 drug combinations with 297,098 pairs across 59 cell lines. The task is: Regression. Given two drug SMILES strings and cell line genomic features, predict the synergy score measuring deviation from expected non-interaction effect. (1) Drug 1: CCC1=CC2CC(C3=C(CN(C2)C1)C4=CC=CC=C4N3)(C5=C(C=C6C(=C5)C78CCN9C7C(C=CC9)(C(C(C8N6C)(C(=O)OC)O)OC(=O)C)CC)OC)C(=O)OC.C(C(C(=O)O)O)(C(=O)O)O. Drug 2: COCCOC1=C(C=C2C(=C1)C(=NC=N2)NC3=CC=CC(=C3)C#C)OCCOC.Cl. Cell line: CAKI-1. Synergy scores: CSS=43.0, Synergy_ZIP=-2.86, Synergy_Bliss=0.419, Synergy_Loewe=4.50, Synergy_HSA=5.54. (2) Drug 1: C1=CC(=C2C(=C1NCCNCCO)C(=O)C3=C(C=CC(=C3C2=O)O)O)NCCNCCO. Drug 2: CCN(CC)CCCC(C)NC1=C2C=C(C=CC2=NC3=C1C=CC(=C3)Cl)OC. Cell line: COLO 205. Synergy scores: CSS=75.8, Synergy_ZIP=10.9, Synergy_Bliss=5.97, Synergy_Loewe=7.36, Synergy_HSA=12.9. (3) Drug 1: C1=NNC2=C1C(=O)NC=N2. Drug 2: C(CCl)NC(=O)N(CCCl)N=O. Cell line: OVCAR-8. Synergy scores: CSS=6.09, Synergy_ZIP=-1.58, Synergy_Bliss=-0.688, Synergy_Loewe=-0.644, Synergy_HSA=-0.550. (4) Drug 1: C1=C(C(=O)NC(=O)N1)F. Drug 2: CN(C(=O)NC(C=O)C(C(C(CO)O)O)O)N=O. Cell line: RXF 393. Synergy scores: CSS=28.6, Synergy_ZIP=-0.295, Synergy_Bliss=-1.10, Synergy_Loewe=-16.5, Synergy_HSA=-1.31. (5) Drug 1: C(CC(=O)O)C(=O)CN.Cl. Drug 2: C1C(C(OC1N2C=NC(=NC2=O)N)CO)O. Cell line: MCF7. Synergy scores: CSS=7.71, Synergy_ZIP=-4.45, Synergy_Bliss=-3.83, Synergy_Loewe=-1.16, Synergy_HSA=-0.875. (6) Drug 1: CC1=C(C(=CC=C1)Cl)NC(=O)C2=CN=C(S2)NC3=CC(=NC(=N3)C)N4CCN(CC4)CCO. Drug 2: CS(=O)(=O)CCNCC1=CC=C(O1)C2=CC3=C(C=C2)N=CN=C3NC4=CC(=C(C=C4)OCC5=CC(=CC=C5)F)Cl. Cell line: SW-620. Synergy scores: CSS=5.19, Synergy_ZIP=-1.16, Synergy_Bliss=1.04, Synergy_Loewe=-2.04, Synergy_HSA=1.20. (7) Drug 1: C1=CC(=CC=C1CC(C(=O)O)N)N(CCCl)CCCl.Cl. Drug 2: C1=CC(=CC=C1C#N)C(C2=CC=C(C=C2)C#N)N3C=NC=N3. Cell line: TK-10. Synergy scores: CSS=-1.51, Synergy_ZIP=-0.836, Synergy_Bliss=-3.81, Synergy_Loewe=-7.96, Synergy_HSA=-7.17. (8) Drug 1: CC12CCC3C(C1CCC2O)C(CC4=C3C=CC(=C4)O)CCCCCCCCCS(=O)CCCC(C(F)(F)F)(F)F. Drug 2: CCC1(C2=C(COC1=O)C(=O)N3CC4=CC5=C(C=CC(=C5CN(C)C)O)N=C4C3=C2)O.Cl. Cell line: SN12C. Synergy scores: CSS=15.1, Synergy_ZIP=6.80, Synergy_Bliss=1.58, Synergy_Loewe=-44.2, Synergy_HSA=-0.326. (9) Drug 1: COC1=C(C=C2C(=C1)N=CN=C2NC3=CC(=C(C=C3)F)Cl)OCCCN4CCOCC4. Drug 2: C1=CC=C(C(=C1)C(C2=CC=C(C=C2)Cl)C(Cl)Cl)Cl. Cell line: SNB-19. Synergy scores: CSS=7.42, Synergy_ZIP=-1.89, Synergy_Bliss=-0.668, Synergy_Loewe=-2.68, Synergy_HSA=-0.161.